From a dataset of Peptide-MHC class I binding affinity with 185,985 pairs from IEDB/IMGT. Regression. Given a peptide amino acid sequence and an MHC pseudo amino acid sequence, predict their binding affinity value. This is MHC class I binding data. The peptide sequence is VAALDGTFQR. The MHC is HLA-A33:01 with pseudo-sequence HLA-A33:01. The binding affinity (normalized) is 0.398.